Dataset: Reaction yield outcomes from USPTO patents with 853,638 reactions. Task: Predict the reaction yield, written as a fraction of the theoretical maximum amount of product (1.0 means a 100% yield; for example, 0.34 means a 34% yield). The reactants are C([O:3][C:4]([C:6]1[N:7]([CH2:16][C:17]#[N:18])[C:8]2[C:13]([CH:14]=1)=[CH:12][C:11]([Cl:15])=[CH:10][CH:9]=2)=[O:5])C.O[Li].O. The catalyst is C1COCC1.O. The product is [Cl:15][C:11]1[CH:12]=[C:13]2[C:8](=[CH:9][CH:10]=1)[N:7]([CH2:16][C:17]#[N:18])[C:6]([C:4]([OH:5])=[O:3])=[CH:14]2. The yield is 0.840.